This data is from Forward reaction prediction with 1.9M reactions from USPTO patents (1976-2016). The task is: Predict the product of the given reaction. (1) Given the reactants [CH3:1][NH:2][C:3]1[C:8]([NH2:9])=[CH:7][C:6]([C:10]([F:13])([F:12])[F:11])=[CH:5][N:4]=1.[CH3:14][S:15][C:16]1[CH:23]=[CH:22][CH:21]=[CH:20][C:17]=1[CH:18]=O.S([O-])(O)=O.[Na+].[Cl-].[NH4+], predict the reaction product. The product is: [CH3:1][N:2]1[C:3]2=[N:4][CH:5]=[C:6]([C:10]([F:13])([F:11])[F:12])[CH:7]=[C:8]2[N:9]=[C:18]1[C:17]1[CH:20]=[CH:21][CH:22]=[CH:23][C:16]=1[S:15][CH3:14]. (2) Given the reactants [CH3:1][C:2]1[N:7]=[C:6]([C:8]([OH:10])=O)[C:5]([C:11]2[N:16]=[CH:15][CH:14]=[CH:13][N:12]=2)=[CH:4][CH:3]=1.FC1C(O)=C(F)C(F)=C(F)C=1F.C1CCC(N=C=NC2CCCCC2)CC1.[N:44]1[CH:49]=[CH:48][CH:47]=[C:46]([O:50][CH2:51][CH2:52][C@@H:53]2[CH2:59][C@@H:58]3[C@@H:56]([CH2:57]3)[CH2:55][NH:54]2)[CH:45]=1, predict the reaction product. The product is: [CH3:1][C:2]1[N:7]=[C:6]([C:8]([N:54]2[C@H:53]([CH2:52][CH2:51][O:50][C:46]3[CH:45]=[N:44][CH:49]=[CH:48][CH:47]=3)[CH2:59][C@@H:58]3[C@@H:56]([CH2:57]3)[CH2:55]2)=[O:10])[C:5]([C:11]2[N:16]=[CH:15][CH:14]=[CH:13][N:12]=2)=[CH:4][CH:3]=1. (3) Given the reactants [F:1][C:2]([F:11])([F:10])[C:3]1[CH:9]=[CH:8][C:6]([NH2:7])=[CH:5][CH:4]=1.[C:12]([O:16][C:17](=O)[O:18]C(C)(C)C)([CH3:15])([CH3:14])[CH3:13].[OH-].[Na+], predict the reaction product. The product is: [F:1][C:2]([F:10])([F:11])[C:3]1[CH:9]=[CH:8][C:6]([NH:7][C:17](=[O:18])[O:16][C:12]([CH3:15])([CH3:14])[CH3:13])=[CH:5][CH:4]=1.